Dataset: Full USPTO retrosynthesis dataset with 1.9M reactions from patents (1976-2016). Task: Predict the reactants needed to synthesize the given product. (1) Given the product [CH3:19][O:18][C:14]1[CH:13]=[C:12]([C:9]2[O:10][CH:11]=[C:7]([C:24]3[CH:25]=[CH:26][C:27]([NH:30][C:31](=[O:37])[O:32][C:33]([CH3:35])([CH3:34])[CH3:36])=[CH:28][CH:29]=3)[N:8]=2)[CH:17]=[CH:16][CH:15]=1, predict the reactants needed to synthesize it. The reactants are: FC(F)(F)S(O[C:7]1[N:8]=[C:9]([C:12]2[CH:17]=[CH:16][CH:15]=[C:14]([O:18][CH3:19])[CH:13]=2)[O:10][CH:11]=1)(=O)=O.C[Sn](C)(C)[C:24]1[CH:29]=[CH:28][C:27]([NH:30][C:31](=[O:37])[O:32][C:33]([CH3:36])([CH3:35])[CH3:34])=[CH:26][CH:25]=1.[Li+].[Cl-]. (2) The reactants are: [S:1]1[C:5]2[CH:6]=[CH:7][CH:8]=[CH:9][C:4]=2[C:3]([C:10](=[O:12])[CH3:11])=[CH:2]1.CC(C)[O-].[Na+].C(O)(=O)C. Given the product [S:1]1[C:5]2[CH:6]=[CH:7][CH:8]=[CH:9][C:4]=2[C:3]([C@@H:10]([OH:12])[CH3:11])=[CH:2]1, predict the reactants needed to synthesize it. (3) Given the product [F:28][C:29]([F:40])([F:39])[C:30]([N:18]1[CH2:19][CH:9]2[C:8]([CH3:21])([CH3:7])[CH:16]([C:15]3[C:10]2=[CH:11][CH:12]=[CH:13][CH:14]=3)[CH2:17]1)=[O:31], predict the reactants needed to synthesize it. The reactants are: [H-].[Al+3].[Li+].[H-].[H-].[H-].[CH3:7][C:8]1([CH3:21])[CH:16]2[C:17](=O)[NH:18][CH2:19][CH:9]1[C:10]1[C:15]2=[CH:14][CH:13]=[CH:12][CH:11]=1.N1C=CC=CC=1.[F:28][C:29]([F:40])([F:39])[C:30](O[C:30](=[O:31])[C:29]([F:40])([F:39])[F:28])=[O:31]. (4) Given the product [Cl:10][C:11]1[CH:18]=[CH:17][CH:16]=[CH:15][C:12]=1[CH2:13][N:5]1[C:4]([CH3:3])=[CH:8][C:7]([CH3:9])=[N:6]1, predict the reactants needed to synthesize it. The reactants are: [OH-].[K+].[CH3:3][C:4]1[CH:8]=[C:7]([CH3:9])[NH:6][N:5]=1.[Cl:10][C:11]1[CH:18]=[CH:17][CH:16]=[CH:15][C:12]=1[CH2:13]Cl.O. (5) Given the product [CH3:1][C:2]1([CH3:33])[CH2:7][CH2:6][C:5]([C:8]2[CH:13]=[C:12]([C:14]([CH3:15])([NH:16][CH2:17][CH2:18][S:19][CH3:20])[CH3:22])[CH:11]=[CH:10][C:9]=2[NH:23][C:24]([C:26]2[NH:27][CH:28]=[C:29]([C:31]#[N:32])[N:30]=2)=[O:25])=[CH:4][CH2:3]1, predict the reactants needed to synthesize it. The reactants are: [CH3:1][C:2]1([CH3:33])[CH2:7][CH2:6][C:5]([C:8]2[CH:13]=[C:12]([C:14]([CH3:22])([N:16]3C[CH2:20][S:19][CH2:18][CH2:17]3)[CH3:15])[CH:11]=[CH:10][C:9]=2[NH:23][C:24]([C:26]2[NH:27][CH:28]=[C:29]([C:31]#[N:32])[N:30]=2)=[O:25])=[CH:4][CH2:3]1.OO.CCOC(C)=O. (6) Given the product [CH2:1]([O:8][C:9]1[CH:10]=[C:11]([C:15]2([F:28])[CH2:20][CH2:19][N:18]([CH2:21][C:22]([CH2:58][C:52]3[CH:57]=[CH:56][CH:55]=[CH:54][CH:53]=3)([CH2:39][C:40]3[CH:45]=[CH:44][CH:43]=[CH:42][CH:41]=3)[C:23]([O:25][CH3:26])=[O:24])[CH2:17][CH:16]2[CH3:27])[CH:12]=[CH:13][CH:14]=1)[C:2]1[CH:3]=[CH:4][CH:5]=[CH:6][CH:7]=1, predict the reactants needed to synthesize it. The reactants are: [CH2:1]([O:8][C:9]1[CH:10]=[C:11]([C:15]2([F:28])[CH2:20][CH2:19][N:18]([CH2:21][CH2:22][C:23]([O:25][CH3:26])=[O:24])[CH2:17][CH:16]2[CH3:27])[CH:12]=[CH:13][CH:14]=1)[C:2]1[CH:7]=[CH:6][CH:5]=[CH:4][CH:3]=1.C[Si](C)(C)[N-][Si](C)(C)C.[Li+].[CH2:39](Br)[C:40]1[CH:45]=[CH:44][CH:43]=[CH:42][CH:41]=1.C1COCC1.[C:52]1([CH3:58])[CH:57]=[CH:56][CH:55]=[CH:54][CH:53]=1. (7) Given the product [N:1]1[C:10]2[C:5](=[CH:6][CH:7]=[CH:8][CH:9]=2)[CH:4]=[C:3]([CH:11]2[CH2:12][CH2:13][CH:14]([CH2:17][C:18]([O:20][CH2:21][CH3:22])=[O:19])[CH2:15][CH2:16]2)[CH:2]=1, predict the reactants needed to synthesize it. The reactants are: [N:1]1[C:10]2[C:5](=[CH:6][CH:7]=[CH:8][CH:9]=2)[CH:4]=[C:3]([C:11]2[CH2:16][CH2:15][CH:14]([CH2:17][C:18]([O:20][CH2:21][CH3:22])=[O:19])[CH2:13][CH:12]=2)[CH:2]=1.C([O-])=O.[NH4+]. (8) Given the product [O:24]=[S:16]1(=[O:25])[C:17]2[CH:23]=[CH:22][CH:21]=[CH:20][C:18]=2[CH2:19][N:13]([C:4]2[CH:3]=[C:2]([NH:30][CH:28]3[CH2:29][O:26][CH2:27]3)[C:11]3[C:6](=[CH:7][CH:8]=[C:9]([CH3:12])[CH:10]=3)[N:5]=2)[CH2:14][CH2:15]1, predict the reactants needed to synthesize it. The reactants are: Cl[C:2]1[C:11]2[C:6](=[CH:7][CH:8]=[C:9]([CH3:12])[CH:10]=2)[N:5]=[C:4]([N:13]2[CH2:19][C:18]3[CH:20]=[CH:21][CH:22]=[CH:23][C:17]=3[S:16](=[O:25])(=[O:24])[CH2:15][CH2:14]2)[CH:3]=1.[O:26]1[CH2:29][CH:28]([NH2:30])[CH2:27]1. (9) Given the product [F:1][C:2]1[CH:7]=[CH:6][C:5]([CH2:8][C:9]2[CH:18]=[C:17]3[C:12]([C:13]([OH:26])=[C:14]([C:21]([NH:27][CH2:28][CH2:29][N:30]([CH3:35])[S:31]([CH3:34])(=[O:33])=[O:32])=[O:23])[C:15](=[O:20])[N:16]3[CH3:19])=[N:11][CH:10]=2)=[CH:4][CH:3]=1, predict the reactants needed to synthesize it. The reactants are: [F:1][C:2]1[CH:7]=[CH:6][C:5]([CH2:8][C:9]2[CH:18]=[C:17]3[C:12]([C:13]([OH:26])=[C:14]([C:21]([O:23]CC)=O)[C:15](=[O:20])[N:16]3[CH3:19])=[N:11][CH:10]=2)=[CH:4][CH:3]=1.[NH2:27][CH2:28][CH2:29][N:30]([CH3:35])[S:31]([CH3:34])(=[O:33])=[O:32]. (10) Given the product [CH3:14][CH:9]1[CH:10]([CH3:13])[CH2:11][CH:12]2[C:1]([CH3:2])([CH2:16][CH:17]=[CH:6][CH2:7]2)[C:8]1=[O:15], predict the reactants needed to synthesize it. The reactants are: [CH2:1]([Al](Cl)Cl)[CH3:2].[CH3:6][C:7]1[C:8](=[O:15])[CH:9]([CH3:14])[CH:10]([CH3:13])[CH2:11][CH:12]=1.[CH2:16]=[CH:17]C=C.Cl.